From a dataset of NCI-60 drug combinations with 297,098 pairs across 59 cell lines. Regression. Given two drug SMILES strings and cell line genomic features, predict the synergy score measuring deviation from expected non-interaction effect. (1) Drug 1: C1CC(=O)NC(=O)C1N2CC3=C(C2=O)C=CC=C3N. Drug 2: C#CCC(CC1=CN=C2C(=N1)C(=NC(=N2)N)N)C3=CC=C(C=C3)C(=O)NC(CCC(=O)O)C(=O)O. Cell line: 786-0. Synergy scores: CSS=9.78, Synergy_ZIP=-9.73, Synergy_Bliss=-15.5, Synergy_Loewe=-14.8, Synergy_HSA=-14.8. (2) Drug 1: C1CCN(CC1)CCOC2=CC=C(C=C2)C(=O)C3=C(SC4=C3C=CC(=C4)O)C5=CC=C(C=C5)O. Drug 2: CC(C1=C(C=CC(=C1Cl)F)Cl)OC2=C(N=CC(=C2)C3=CN(N=C3)C4CCNCC4)N. Cell line: RPMI-8226. Synergy scores: CSS=-10.6, Synergy_ZIP=7.95, Synergy_Bliss=12.0, Synergy_Loewe=-8.81, Synergy_HSA=-3.46. (3) Drug 1: CC1C(C(=O)NC(C(=O)N2CCCC2C(=O)N(CC(=O)N(C(C(=O)O1)C(C)C)C)C)C(C)C)NC(=O)C3=C4C(=C(C=C3)C)OC5=C(C(=O)C(=C(C5=N4)C(=O)NC6C(OC(=O)C(N(C(=O)CN(C(=O)C7CCCN7C(=O)C(NC6=O)C(C)C)C)C)C(C)C)C)N)C. Drug 2: CCC1(CC2CC(C3=C(CCN(C2)C1)C4=CC=CC=C4N3)(C5=C(C=C6C(=C5)C78CCN9C7C(C=CC9)(C(C(C8N6C)(C(=O)OC)O)OC(=O)C)CC)OC)C(=O)OC)O.OS(=O)(=O)O. Cell line: MALME-3M. Synergy scores: CSS=15.2, Synergy_ZIP=-6.76, Synergy_Bliss=-6.16, Synergy_Loewe=-10.6, Synergy_HSA=-7.80.